This data is from TCR-epitope binding with 47,182 pairs between 192 epitopes and 23,139 TCRs. The task is: Binary Classification. Given a T-cell receptor sequence (or CDR3 region) and an epitope sequence, predict whether binding occurs between them. (1) The epitope is FTISVTTEIL. The TCR CDR3 sequence is CASSLMGGTYNEQFF. Result: 0 (the TCR does not bind to the epitope). (2) The epitope is YVFCTVNAL. The TCR CDR3 sequence is CASSLGFEQYF. Result: 0 (the TCR does not bind to the epitope). (3) The epitope is SGPLKAEIAQRLED. The TCR CDR3 sequence is CASSLQVNTFSSGNTIYF. Result: 0 (the TCR does not bind to the epitope). (4) The epitope is ELAGIGILTV. The TCR CDR3 sequence is CASSPQGSSPLHF. Result: 1 (the TCR binds to the epitope). (5) The epitope is VLWAHGFEL. The TCR CDR3 sequence is CASSLETSGNEQFF. Result: 1 (the TCR binds to the epitope).